Predict the reaction yield, written as a fraction of the theoretical maximum amount of product (1.0 means a 100% yield; for example, 0.34 means a 34% yield). From a dataset of Reaction yield outcomes from USPTO patents with 853,638 reactions. (1) The reactants are CO[C:3](=[O:14])[C:4]1[C:9]([CH3:10])=[CH:8][C:7]([Br:11])=[CH:6][C:5]=1[CH2:12]Br.[F:15][C:16]([F:27])([F:26])[O:17][C:18]1[CH:25]=[CH:24][C:21]([CH2:22][NH2:23])=[CH:20][CH:19]=1.C([O-])([O-])=O.[K+].[K+].C(OCC)(=O)C. The product is [Br:11][C:7]1[CH:6]=[C:5]2[C:4](=[C:9]([CH3:10])[CH:8]=1)[C:3](=[O:14])[N:23]([CH2:22][C:21]1[CH:24]=[CH:25][C:18]([O:17][C:16]([F:15])([F:26])[F:27])=[CH:19][CH:20]=1)[CH2:12]2. The catalyst is C1(C)C=CC=CC=1.CCCCCC. The yield is 0.600. (2) The reactants are B(Br)(Br)Br.[Cl:5][C:6]1[CH:11]=[CH:10][C:9]([CH2:12][C:13]#[N:14])=[CH:8][C:7]=1[O:15]C.O. The catalyst is ClCCl. The product is [Cl:5][C:6]1[CH:11]=[CH:10][C:9]([CH2:12][C:13]#[N:14])=[CH:8][C:7]=1[OH:15]. The yield is 0.850. (3) The reactants are [OH-].[Na+].[Cl:3][C:4]1[CH:5]=[C:6](N)[C:7](=[CH:11][CH:12]=1)[C:8]([OH:10])=[O:9].[N+]([O-])([O-])=O.[Na+].Cl.C([O-])(=O)C.[K+].[S:25](S([O-])=O)([O-])=O.[Na+].[Na+]. The catalyst is O. The product is [Cl:3][C:4]1[CH:12]=[CH:11][C:7]([C:8]([OH:10])=[O:9])=[C:6]([SH:25])[CH:5]=1. The yield is 0.980. (4) The reactants are C1C=CC(P(C2C=CC=CC=2)C2C=CC=CC=2)=CC=1.CCN(CC)CC.C(O)=O.[Cl:30][C:31]1[N:39]=[C:38](Cl)[C:37]([F:41])=[CH:36][C:32]=1[C:33]([OH:35])=[O:34]. The catalyst is CC([O-])=O.CC([O-])=O.[Pd+2].CN(C=O)C. The product is [Cl:30][C:31]1[N:39]=[CH:38][C:37]([F:41])=[CH:36][C:32]=1[C:33]([OH:35])=[O:34]. The yield is 0.880. (5) The reactants are [F:1][C:2]1[C:26]([OH:27])=[CH:25][CH:24]=[C:23]([F:28])[C:3]=1[CH2:4][O:5][C:6]([N:8]1[CH2:13][CH2:12][N:11]([C:14]([O:16][C:17]([CH3:20])([CH3:19])[CH3:18])=[O:15])[CH2:10][C@H:9]1[CH2:21][CH3:22])=[O:7].[CH3:29][O:30][CH2:31][CH2:32][CH2:33]OS(C1C=CC(C)=CC=1)(=O)=O. No catalyst specified. The product is [F:1][C:2]1[C:26]([O:27][CH2:33][CH2:32][CH2:31][O:30][CH3:29])=[CH:25][CH:24]=[C:23]([F:28])[C:3]=1[CH2:4][O:5][C:6]([N:8]1[CH2:13][CH2:12][N:11]([C:14]([O:16][C:17]([CH3:18])([CH3:19])[CH3:20])=[O:15])[CH2:10][C@H:9]1[CH2:21][CH3:22])=[O:7]. The yield is 0.970. (6) The reactants are [CH3:1][C:2]([CH3:26])([CH3:25])[CH2:3][CH2:4][CH2:5][CH2:6][C:7]1([CH3:24])[C:16]2[C:11](=[CH:12][CH:13]=[CH:14][CH:15]=2)[C:10]([OH:17])=[C:9](C(OCC)=O)[C:8]1=[O:23].Cl. The catalyst is O1CCOCC1. The product is [CH3:1][C:2]([CH3:26])([CH3:25])[CH2:3][CH2:4][CH2:5][CH2:6][C:7]1([CH3:24])[C:16]2[C:11](=[CH:12][CH:13]=[CH:14][CH:15]=2)[C:10]([OH:17])=[CH:9][C:8]1=[O:23]. The yield is 0.720. (7) The product is [NH:25]1[C:29]2=[N:30][CH:31]=[CH:32][CH:33]=[C:28]2[C:27](/[CH:34]=[C:3]2\[O:4][C:5]3[C:10]([CH2:11][N:12]4[CH2:13][CH2:14][N:15]([C:18]([O:20][C:21]([CH3:24])([CH3:23])[CH3:22])=[O:19])[CH2:16][CH2:17]4)=[CH:9][CH:8]=[CH:7][C:6]=3[C:2]\2=[O:1])=[N:26]1. The catalyst is CO.N1CCCCC1. The reactants are [O:1]=[C:2]1[C:6]2[CH:7]=[CH:8][CH:9]=[C:10]([CH2:11][N:12]3[CH2:17][CH2:16][N:15]([C:18]([O:20][C:21]([CH3:24])([CH3:23])[CH3:22])=[O:19])[CH2:14][CH2:13]3)[C:5]=2[O:4][CH2:3]1.[NH:25]1[C:29]2=[N:30][CH:31]=[CH:32][CH:33]=[C:28]2[C:27]([CH:34]=O)=[N:26]1. The yield is 0.480.